Task: Predict the reaction yield, written as a fraction of the theoretical maximum amount of product (1.0 means a 100% yield; for example, 0.34 means a 34% yield).. Dataset: Reaction yield outcomes from USPTO patents with 853,638 reactions (1) The reactants are [CH:1](/[C:9]1[N:10]=[C:11]2[CH:17]=[CH:16][N:15]([S:18]([C:21]3[CH:27]=[CH:26][C:24]([CH3:25])=[CH:23][CH:22]=3)(=[O:20])=[O:19])[C:12]2=[N:13][CH:14]=1)=C\C1C=CC=CC=1.I([O-])(=O)(=O)=[O:29].[Na+].[O-]S([O-])(=S)=O.[Na+].[Na+].CCOC(C)=O. The catalyst is O1CCOCC1.O.[Os](=O)(=O)(=O)=O. The product is [S:18]([N:15]1[C:12]2=[N:13][CH:14]=[C:9]([CH:1]=[O:29])[N:10]=[C:11]2[CH:17]=[CH:16]1)([C:21]1[CH:27]=[CH:26][C:24]([CH3:25])=[CH:23][CH:22]=1)(=[O:20])=[O:19]. The yield is 0.800. (2) The reactants are [CH2:1]([O:8][N:9]1[C:15](=[O:16])[N:14]2[CH2:17][C@H:10]1[CH2:11][CH2:12][C@H:13]2[C:18]([NH:20][NH:21][CH:22]=[O:23])=O)[C:2]1[CH:7]=[CH:6][CH:5]=[CH:4][CH:3]=1.N1C=CC=CC=1.O(S(C(F)(F)F)(=O)=O)S(C(F)(F)F)(=O)=O. The catalyst is C(Cl)Cl. The product is [CH2:1]([O:8][N:9]1[C:15](=[O:16])[N:14]2[CH2:17][C@H:10]1[CH2:11][CH2:12][C@H:13]2[C:18]1[O:23][CH:22]=[N:21][N:20]=1)[C:2]1[CH:3]=[CH:4][CH:5]=[CH:6][CH:7]=1. The yield is 0.860. (3) The reactants are [Br:1][C:2]1[CH:3]=[C:4](B(O)O)[C:5]([F:8])=[N:6][CH:7]=1.I[C:13]1[CH:18]=[CH:17][CH:16]=[CH:15][CH:14]=1.C([O-])([O-])=O.[Na+].[Na+].C(OCC)(=O)C. The catalyst is O1CCOCC1.C1C=CC([P]([Pd]([P](C2C=CC=CC=2)(C2C=CC=CC=2)C2C=CC=CC=2)([P](C2C=CC=CC=2)(C2C=CC=CC=2)C2C=CC=CC=2)[P](C2C=CC=CC=2)(C2C=CC=CC=2)C2C=CC=CC=2)(C2C=CC=CC=2)C2C=CC=CC=2)=CC=1. The product is [Br:1][C:2]1[CH:3]=[C:4]([C:13]2[CH:18]=[CH:17][CH:16]=[CH:15][CH:14]=2)[C:5]([F:8])=[N:6][CH:7]=1. The yield is 0.498. (4) The reactants are CO[CH:3](OC)[N:4]([CH3:6])[CH3:5].[CH3:9][O:10][CH:11]([O:15][CH3:16])[C:12](=[O:14])[CH3:13]. No catalyst specified. The product is [CH3:3][N:4]([CH3:6])/[CH:5]=[CH:13]/[C:12](=[O:14])[CH:11]([O:15][CH3:16])[O:10][CH3:9]. The yield is 0.910. (5) The reactants are [CH3:1][C@H:2]1[CH2:7][NH:6][CH2:5][C@@H:4]([CH3:8])[NH:3]1.[CH2:9]([O:11][C:12](=[O:20])[C:13]1[CH:18]=[CH:17][C:16](F)=[CH:15][CH:14]=1)[CH3:10]. The catalyst is CS(C)=O. The product is [CH3:8][C@H:4]1[NH:3][C@@H:2]([CH3:1])[CH2:7][N:6]([C:16]2[CH:17]=[CH:18][C:13]([C:12]([O:11][CH2:9][CH3:10])=[O:20])=[CH:14][CH:15]=2)[CH2:5]1. The yield is 0.719. (6) The reactants are C(=O)([O-])[O-].[K+].[K+].[CH3:7][O:8][C:9]([C:11]1[S:20][C:14]2=[N:15][CH:16]=[C:17]([Br:19])[CH:18]=[C:13]2[C:12]=1[OH:21])=[O:10].Br[CH2:23][C:24]([O:26][C:27]([CH3:30])([CH3:29])[CH3:28])=[O:25].O. The product is [CH3:7][O:8][C:9]([C:11]1[S:20][C:14]2=[N:15][CH:16]=[C:17]([Br:19])[CH:18]=[C:13]2[C:12]=1[O:21][CH2:23][C:24]([O:26][C:27]([CH3:30])([CH3:29])[CH3:28])=[O:25])=[O:10]. The yield is 0.560. The catalyst is CN(C=O)C. (7) The reactants are [CH3:1][C@H:2]1[CH2:7][CH2:6][CH2:5][CH2:4][C@H:3]1[NH:8][C:9]([NH:11][C:12]1[N:13]=[C:14]2[CH:20]=[CH:19][N:18](COCC[Si](C)(C)C)[C:15]2=[N:16][CH:17]=1)=[O:10].[F-].C([N+](CCCC)(CCCC)CCCC)CCC.C(N)CN. The catalyst is CN(C)C=O. The product is [CH3:1][C@H:2]1[CH2:7][CH2:6][CH2:5][CH2:4][C@H:3]1[NH:8][C:9]([NH:11][C:12]1[N:13]=[C:14]2[CH:20]=[CH:19][NH:18][C:15]2=[N:16][CH:17]=1)=[O:10]. The yield is 0.300.